From a dataset of Forward reaction prediction with 1.9M reactions from USPTO patents (1976-2016). Predict the product of the given reaction. (1) Given the reactants [CH:1]([C:3]1[CH:4]=[N:5][N:6]2[CH:11]=[CH:10][C:9]([C:12]([O:14]C)=[O:13])=[CH:8][C:7]=12)=[O:2], predict the reaction product. The product is: [CH:1]([C:3]1[CH:4]=[N:5][N:6]2[CH:11]=[CH:10][C:9]([C:12]([OH:14])=[O:13])=[CH:8][C:7]=12)=[O:2]. (2) Given the reactants [H-].[Na+].[Cl:3][C:4]1[C:8]([N:9]([CH2:18][CH3:19])[C:10](=[O:17])[CH2:11][CH:12]2[CH2:15][NH:14][C:13]2=[O:16])=[CH:7][N:6]([C:20]2[CH:21]=[N:22][CH:23]=[CH:24][CH:25]=2)[N:5]=1.[CH3:26]I, predict the reaction product. The product is: [Cl:3][C:4]1[C:8]([N:9]([CH2:18][CH3:19])[C:10](=[O:17])[CH2:11][CH:12]2[CH2:15][N:14]([CH3:26])[C:13]2=[O:16])=[CH:7][N:6]([C:20]2[CH:21]=[N:22][CH:23]=[CH:24][CH:25]=2)[N:5]=1. (3) The product is: [OH:37][CH2:38][CH2:39][N:3]1[CH2:8][CH2:7][CH:6]([CH2:9][NH:10][C:11]([C:13]2[CH:36]=[CH:35][C:16]3[N:17]([CH2:31][CH2:32][O:33][CH3:34])[C:18]([NH:20][C:21]4[S:22][C:23]5[CH:29]=[C:28]([Cl:30])[CH:27]=[CH:26][C:24]=5[N:25]=4)=[N:19][C:15]=3[CH:14]=2)=[O:12])[CH2:5][CH2:4]1. Given the reactants Cl.Cl.[NH:3]1[CH2:8][CH2:7][CH:6]([CH2:9][NH:10][C:11]([C:13]2[CH:36]=[CH:35][C:16]3[N:17]([CH2:31][CH2:32][O:33][CH3:34])[C:18]([NH:20][C:21]4[S:22][C:23]5[CH:29]=[C:28]([Cl:30])[CH:27]=[CH:26][C:24]=5[N:25]=4)=[N:19][C:15]=3[CH:14]=2)=[O:12])[CH2:5][CH2:4]1.[O:37]1CC(O)O[CH2:39][CH:38]1O.[BH-](OC(C)=O)(OC(C)=O)OC(C)=O.[Na+], predict the reaction product. (4) Given the reactants [Br:1][C:2]1[N:6]2[N:7]=[C:8]([NH:11][CH2:12][C@@H:13]3[CH2:17][CH2:16][CH2:15][N:14]3[C:18](=[O:23])[CH2:19][CH:20]([CH3:22])[CH3:21])[CH:9]=[CH:10][C:5]2=[N:4][CH:3]=1.[H-].[Na+].[CH3:26]I.[Cl-].[NH4+], predict the reaction product. The product is: [Br:1][C:2]1[N:6]2[N:7]=[C:8]([N:11]([CH2:12][C@@H:13]3[CH2:17][CH2:16][CH2:15][N:14]3[C:18](=[O:23])[CH2:19][CH:20]([CH3:21])[CH3:22])[CH3:26])[CH:9]=[CH:10][C:5]2=[N:4][CH:3]=1. (5) Given the reactants [CH2:1]([O:3][C:4](=[O:25])[CH2:5][CH:6]([N:13]1[C:17]2[CH:18]=[CH:19][C:20]([C:22](O)=[O:23])=[CH:21][C:16]=2[N:15]=[CH:14]1)[C:7]1[CH:12]=[CH:11][CH:10]=[CH:9][CH:8]=1)[CH3:2].C(N(CC)C(C)C)(C)C.CN(C(ON1N=NC2C=CC=CC1=2)=[N+](C)C)C.[B-](F)(F)(F)F.[N:57]1[CH:62]=[CH:61][N:60]=[CH:59][C:58]=1[N:63]1[CH2:68][CH2:67][NH:66][CH2:65][CH2:64]1, predict the reaction product. The product is: [C:7]1([CH:6]([N:13]2[C:17]3[CH:18]=[CH:19][C:20]([C:22]([N:66]4[CH2:65][CH2:64][N:63]([C:58]5[CH:59]=[N:60][CH:61]=[CH:62][N:57]=5)[CH2:68][CH2:67]4)=[O:23])=[CH:21][C:16]=3[N:15]=[CH:14]2)[CH2:5][C:4]([O:3][CH2:1][CH3:2])=[O:25])[CH:8]=[CH:9][CH:10]=[CH:11][CH:12]=1.